Dataset: Peptide-MHC class II binding affinity with 134,281 pairs from IEDB. Task: Regression. Given a peptide amino acid sequence and an MHC pseudo amino acid sequence, predict their binding affinity value. This is MHC class II binding data. (1) The peptide sequence is AAAKAGTTVYGAFAA. The MHC is HLA-DQA10102-DQB10602 with pseudo-sequence HLA-DQA10102-DQB10602. The binding affinity (normalized) is 0.582. (2) The peptide sequence is DKLTGPFTVRYTTEG. The MHC is HLA-DPA10103-DPB10301 with pseudo-sequence HLA-DPA10103-DPB10301. The binding affinity (normalized) is 0.0800. (3) The peptide sequence is GELQLVDKIDAAFKI. The MHC is DRB5_0101 with pseudo-sequence DRB5_0101. The binding affinity (normalized) is 0.713. (4) The MHC is DRB1_0701 with pseudo-sequence DRB1_0701. The peptide sequence is YDKFLANISTVLTGK. The binding affinity (normalized) is 0.750. (5) The peptide sequence is VTFKNAHAKKPEVVV. The MHC is DRB1_0301 with pseudo-sequence DRB1_0301. The binding affinity (normalized) is 0.158. (6) The binding affinity (normalized) is 0.895. The MHC is DRB1_0401 with pseudo-sequence DRB1_0401. The peptide sequence is AFKVAATNANAAPAN. (7) The peptide sequence is YDKFLANVSTVLTNK. The MHC is DRB1_0802 with pseudo-sequence DRB1_0802. The binding affinity (normalized) is 0.866.